Binary Classification. Given a miRNA mature sequence and a target amino acid sequence, predict their likelihood of interaction. From a dataset of Experimentally validated miRNA-target interactions with 360,000+ pairs, plus equal number of negative samples. The miRNA is hsa-miR-182-5p with sequence UUUGGCAAUGGUAGAACUCACACU. The protein sequence of the target gene is MSTAIREVGVWRQTRTLLLKNYLIKCRTKKSSVQEILFPLFFLFWLILISMMHPNKKYEEVPNIELNPMDKFTLSNLILGYTPVTNITSSIMQKVSTDHLPDVIITEEYTNEKEMLTSSLSKPSNFVGVVFKDSMSYELRFFPDMIPVSSIYMDSRAGCSKSCEAAQYWSSGFTVLQASIDAAIIQLKTNVSLWKELESTKAVIMGETAVVEIDTFPRGVILIYLVIAFSPFGYFLAIHIVAEKEKKIKEFLKIMGLHDTAFWLSWVLLYTSLIFLMSLLMAVIATASLLFPQSSSIVIF.... Result: 0 (no interaction).